This data is from Reaction yield outcomes from USPTO patents with 853,638 reactions. The task is: Predict the reaction yield, written as a fraction of the theoretical maximum amount of product (1.0 means a 100% yield; for example, 0.34 means a 34% yield). (1) The reactants are [Cl:1][C:2]1[CH:3]=[C:4]([CH:7]=[C:8]([OH:10])[CH:9]=1)[CH:5]=[O:6].C(=O)([O-])[O-].[K+].[K+].[F:17][CH2:18][CH2:19]CS([O-])(=O)=O. The catalyst is CN(C=O)C. The product is [Cl:1][C:2]1[CH:3]=[C:4]([CH:7]=[C:8]([O:10][CH2:19][CH2:18][F:17])[CH:9]=1)[CH:5]=[O:6]. The yield is 0.710. (2) The reactants are [Cl:1][C:2]1[CH:3]=[C:4]2[C:8](=[C:9]([CH3:11])[CH:10]=1)[N:7]([CH2:12][CH2:13][O:14][CH3:15])[CH:6]=[C:5]2[C:16]([OH:18])=O.Cl.[F:20][C:21]([F:40])([F:39])[C:22]([NH:24][CH2:25][C:26]1[CH:31]=[CH:30][C:29]([F:32])=[C:28]([CH:33]2[CH2:38][CH2:37][NH:36][CH2:35][CH2:34]2)[CH:27]=1)=[O:23].CCN=C=NCCCN(C)C.CCN(CC)CC. The catalyst is C(Cl)Cl.CCOC(C)=O. The product is [Cl:1][C:2]1[CH:3]=[C:4]2[C:8](=[C:9]([CH3:11])[CH:10]=1)[N:7]([CH2:12][CH2:13][O:14][CH3:15])[CH:6]=[C:5]2[C:16]([N:36]1[CH2:37][CH2:38][CH:33]([C:28]2[CH:27]=[C:26]([CH:31]=[CH:30][C:29]=2[F:32])[CH2:25][NH:24][C:22](=[O:23])[C:21]([F:40])([F:39])[F:20])[CH2:34][CH2:35]1)=[O:18]. The yield is 0.570.